Dataset: Reaction yield outcomes from USPTO patents with 853,638 reactions. Task: Predict the reaction yield, written as a fraction of the theoretical maximum amount of product (1.0 means a 100% yield; for example, 0.34 means a 34% yield). (1) The reactants are [OH2:1].[Cl:2][C:3]1[CH:4]=[C:5]([CH:8]=[CH:9][CH:10]=1)[CH:6]=[CH2:7].[OH-].[Na+]. The catalyst is C(Cl)Cl. The product is [Cl:2][C:3]1[CH:4]=[C:5]([CH:8]=[CH:9][CH:10]=1)[C@H:6]1[O:1][CH2:7]1. The yield is 0.920. (2) The reactants are Cl[C:2](=[O:8])[C:3]([O:5]CC)=O.[Cl:9][C:10]1[CH:15]=[CH:14][C:13]([NH:16][C:17]([NH:19][CH:20]([CH3:25])[C:21]([CH3:24])([CH3:23])[CH3:22])=[S:18])=[CH:12][CH:11]=1. The catalyst is ClCCl. The product is [Cl:9][C:10]1[CH:11]=[CH:12][C:13]([N:16]2[C:2](=[O:8])[C:3](=[O:5])[N:19]([CH:20]([CH3:25])[C:21]([CH3:23])([CH3:22])[CH3:24])[C:17]2=[S:18])=[CH:14][CH:15]=1. The yield is 0.600. (3) The reactants are [Cl:1][C:2]1[N:7]=[C:6]([N:8]([CH3:13])[CH2:9][CH2:10][CH2:11][OH:12])[C:5]([F:14])=[CH:4][N:3]=1.O[C:16]1[CH:17]=[C:18]2[C:22](=[CH:23][CH:24]=1)[N:21]([CH2:25][C:26]([O:28][CH3:29])=[O:27])[CH:20]=[CH:19]2.C1(P(C2C=CC=CC=2)C2C=CC=CC=2)C=CC=CC=1.N(C(N1CCCCC1)=O)=NC(N1CCCCC1)=O. The product is [Cl:1][C:2]1[N:7]=[C:6]([N:8]([CH3:13])[CH2:9][CH2:10][CH2:11][O:12][C:16]2[CH:17]=[C:18]3[C:22](=[CH:23][CH:24]=2)[N:21]([CH2:25][C:26]([O:28][CH3:29])=[O:27])[CH:20]=[CH:19]3)[C:5]([F:14])=[CH:4][N:3]=1. The catalyst is ClCCl.CCOC(C)=O. The yield is 0.560.